Dataset: Reaction yield outcomes from USPTO patents with 853,638 reactions. Task: Predict the reaction yield, written as a fraction of the theoretical maximum amount of product (1.0 means a 100% yield; for example, 0.34 means a 34% yield). (1) The reactants are [C:9](O[C:9]([O:11][C:12]([CH3:15])([CH3:14])[CH3:13])=[O:10])([O:11][C:12]([CH3:15])([CH3:14])[CH3:13])=[O:10].C(=O)([O-])O.[Na+].Cl.[NH2:22][C@@H:23]([CH2:28][C:29]1[CH:34]=[CH:33][CH:32]=[CH:31][CH:30]=1)[C:24](=[O:27])[CH2:25][Cl:26]. The catalyst is CO. The product is [C:12]([O:11][C:9]([NH:22][C@@H:23]([CH2:28][C:29]1[CH:34]=[CH:33][CH:32]=[CH:31][CH:30]=1)[C:24](=[O:27])[CH2:25][Cl:26])=[O:10])([CH3:13])([CH3:14])[CH3:15]. The yield is 0.700. (2) The reactants are [CH3:1][O:2][C:3](=[O:32])[C:4]([NH:7][C:8]([C:10]1[C:15]([O:16]CC2C=CC=CC=2)=[CH:14][C:13]([O:24]CC2C=CC=CC=2)=[CH:12][N:11]=1)=[O:9])([CH3:6])[CH3:5]. The catalyst is CO.[Pd]. The product is [CH3:1][O:2][C:3](=[O:32])[C:4]([NH:7][C:8]([C:10]1[C:15]([OH:16])=[CH:14][C:13]([OH:24])=[CH:12][N:11]=1)=[O:9])([CH3:6])[CH3:5]. The yield is 0.940.